This data is from Full USPTO retrosynthesis dataset with 1.9M reactions from patents (1976-2016). The task is: Predict the reactants needed to synthesize the given product. Given the product [OH:21][C:18]1[CH:19]=[CH:20][C:15]([N:5]2[C:6]3[C:11](=[CH:10][CH:9]=[CH:8][CH:7]=3)[C:12]([C:13]#[N:14])=[C:4]2[CH:1]([CH3:3])[CH3:2])=[CH:16][CH:17]=1, predict the reactants needed to synthesize it. The reactants are: [CH:1]([C:4]1[N:5]([C:15]2[CH:20]=[CH:19][C:18]([O:21]C)=[CH:17][CH:16]=2)[C:6]2[C:11]([C:12]=1[C:13]#[N:14])=[CH:10][CH:9]=[CH:8][CH:7]=2)([CH3:3])[CH3:2].B(Br)(Br)Br.CO.